Dataset: Peptide-MHC class I binding affinity with 185,985 pairs from IEDB/IMGT. Task: Regression. Given a peptide amino acid sequence and an MHC pseudo amino acid sequence, predict their binding affinity value. This is MHC class I binding data. (1) The MHC is HLA-A68:02 with pseudo-sequence HLA-A68:02. The peptide sequence is QMLSVVGFLV. The binding affinity (normalized) is 0.507. (2) The peptide sequence is YTKHSMLTNA. The MHC is HLA-A02:06 with pseudo-sequence HLA-A02:06. The binding affinity (normalized) is 0.177. (3) The peptide sequence is CLWWTCYMLV. The MHC is HLA-A02:01 with pseudo-sequence HLA-A02:01. The binding affinity (normalized) is 0.482. (4) The peptide sequence is GIVSSMHYK. The MHC is HLA-A02:01 with pseudo-sequence HLA-A02:01. The binding affinity (normalized) is 0.0847. (5) The MHC is H-2-Db with pseudo-sequence H-2-Db. The peptide sequence is TSFRASSL. The binding affinity (normalized) is 0.